From a dataset of Full USPTO retrosynthesis dataset with 1.9M reactions from patents (1976-2016). Predict the reactants needed to synthesize the given product. (1) Given the product [Cl:1][C:2]1[C:7]([C:8]([F:10])([F:11])[F:9])=[CH:6][CH:5]=[CH:4][C:3]=1[CH2:12][NH:13][C:14](=[O:22])[CH2:15][C:16]1[N:20]([CH3:21])[N:19]=[CH:18][C:17]=1[F:24], predict the reactants needed to synthesize it. The reactants are: [Cl:1][C:2]1[C:7]([C:8]([F:11])([F:10])[F:9])=[CH:6][CH:5]=[CH:4][C:3]=1[CH2:12][NH:13][C:14](=[O:22])[CH2:15][C:16]1[N:20]([CH3:21])[N:19]=[CH:18][CH:17]=1.[B-](F)(F)(F)[F:24].[B-](F)(F)(F)F.C1[N+]2(CCl)CC[N+](F)(CC2)C1. (2) Given the product [F:15][C:16]1[CH:17]=[C:18]([C@@H:23]([C:27]2[CH:32]=[CH:31][C:30]([S:33]([CH3:36])(=[O:35])=[O:34])=[CH:29][CH:28]=2)[CH2:24][CH2:25][N:50]2[CH2:51][CH2:52][CH:47]([NH:39][CH2:37][CH3:38])[CH2:48][CH2:49]2)[CH:19]=[C:20]([F:22])[CH:21]=1, predict the reactants needed to synthesize it. The reactants are: C(O[BH-](OC(=O)C)OC(=O)C)(=O)C.[Na+].[F:15][C:16]1[CH:17]=[C:18]([C@@H:23]([C:27]2[CH:32]=[CH:31][C:30]([S:33]([CH3:36])(=[O:35])=[O:34])=[CH:29][CH:28]=2)[CH2:24][CH:25]=O)[CH:19]=[C:20]([F:22])[CH:21]=1.[CH2:37]([N:39]([CH:47]1[CH2:52][CH2:51][NH:50][CH2:49][CH2:48]1)C(=O)OC(C)(C)C)[CH3:38].C(O)(=O)C. (3) The reactants are: [F:1][C:2]([F:26])([F:25])[O:3][C:4]1[CH:9]=[CH:8][C:7]([N:10]2[CH:14]=[N:13][C:12]([C:15]3[CH:16]=[C:17]([CH2:21][CH2:22][CH2:23][NH2:24])[CH:18]=[CH:19][CH:20]=3)=[N:11]2)=[CH:6][CH:5]=1.[CH3:27][O:28][C:29]1[CH:34]=[CH:33][C:32]([NH:35][C:36]([NH2:38])=[S:37])=[C:31]([CH3:39])[CH:30]=1.[C:40]([O-])(=[O:42])C.[Na+]. Given the product [CH3:27][O:28][C:29]1[CH:34]=[CH:33][C:32]([NH:35][C:36]([NH:38][C:40]([NH:24][CH2:23][CH2:22][CH2:21][C:17]2[CH:18]=[CH:19][CH:20]=[C:15]([C:12]3[N:13]=[CH:14][N:10]([C:7]4[CH:6]=[CH:5][C:4]([O:3][C:2]([F:1])([F:25])[F:26])=[CH:9][CH:8]=4)[N:11]=3)[CH:16]=2)=[O:42])=[S:37])=[C:31]([CH3:39])[CH:30]=1, predict the reactants needed to synthesize it. (4) Given the product [CH2:24]([O:23][C:21]([C:20]1[S:13][C:11]([C:9]2[S:10][C:3]3[C:4](=[N:5][CH:6]=[CH:7][C:2]=3[Cl:1])[CH:8]=2)=[N:12][C:26]=1[CH3:28])=[O:22])[CH3:25], predict the reactants needed to synthesize it. The reactants are: [Cl:1][C:2]1[CH:7]=[CH:6][N:5]=[C:4]2[CH:8]=[C:9]([C:11](=[S:13])[NH2:12])[S:10][C:3]=12.CN(C=O)C.Cl[CH:20]([C:26]([CH3:28])=O)[C:21]([O:23][CH2:24][CH3:25])=[O:22]. (5) Given the product [Br:1][C:39]1[C:35]2[N:36]=[CH:37][NH:38][C:34]=2[CH:33]=[CH:32][C:40]=1[O:41][CH3:42], predict the reactants needed to synthesize it. The reactants are: [Br:1]C1C=CC2N(C(C3C=CC=CC=3)(C3C=CC=CC=3)C3C=CC=CC=3)C=NC=2C=1C.Br[C:32]1[C:40]([O:41][CH3:42])=[CH:39][C:35]2[NH:36][CH:37]=[N:38][C:34]=2[CH:33]=1. (6) Given the product [CH3:24][C:22]([O:25][C:26]([N:28]1[CH2:34][C:33]([S:38]([C:39]2[CH:40]=[CH:41][C:42]([Br:45])=[CH:43][CH:44]=2)(=[O:2])=[O:1])([N:35]([CH3:36])[CH3:37])[C:32]2[CH:46]=[CH:47][CH:48]=[CH:49][C:31]=2[CH2:30][CH2:29]1)=[O:27])([CH3:21])[CH3:23], predict the reactants needed to synthesize it. The reactants are: [OH2:1].[OH2:2].O.O.O.O.C(O[O-])(=O)C1C(=CC=CC=1)C([O-])=O.[Mg+2].[CH3:21][C:22]([O:25][C:26]([N:28]1[CH2:34][C:33]([S:38][C:39]2[CH:44]=[CH:43][C:42]([Br:45])=[CH:41][CH:40]=2)([N:35]([CH3:37])[CH3:36])[C:32]2[CH:46]=[CH:47][CH:48]=[CH:49][C:31]=2[CH2:30][CH2:29]1)=[O:27])([CH3:24])[CH3:23]. (7) Given the product [I-:28].[CH2:19]([C:8]([OH:26])([CH2:1][C:2]1[CH:3]=[CH:4][CH:5]=[CH:6][CH:7]=1)[CH:9]=[C:10]1[CH2:16][CH:15]2[N+:17]([CH3:27])([CH3:18])[CH:12]([CH2:13][CH2:14]2)[CH2:11]1)[C:20]1[CH:25]=[CH:24][CH:23]=[CH:22][CH:21]=1, predict the reactants needed to synthesize it. The reactants are: [CH2:1]([C:8]([OH:26])([CH2:19][C:20]1[CH:25]=[CH:24][CH:23]=[CH:22][CH:21]=1)[CH:9]=[C:10]1[CH2:16][CH:15]2[N:17]([CH3:18])[CH:12]([CH2:13][CH2:14]2)[CH2:11]1)[C:2]1[CH:7]=[CH:6][CH:5]=[CH:4][CH:3]=1.[CH3:27][I:28].